This data is from Catalyst prediction with 721,799 reactions and 888 catalyst types from USPTO. The task is: Predict which catalyst facilitates the given reaction. (1) Reactant: [NH2:1][C:2]1[CH:7]=[C:6]([F:8])[CH:5]=[CH:4][C:3]=1[N:9]1[C:13]([CH3:14])=[CH:12][S:11][C:10]1=[S:15].[CH3:16][I:17]. Product: [I-:17].[NH2:1][C:2]1[CH:7]=[C:6]([F:8])[CH:5]=[CH:4][C:3]=1[N+:9]1[C:13]([CH3:14])=[CH:12][S:11][C:10]=1[S:15][CH3:16]. The catalyst class is: 21. (2) Reactant: [CH2:1]([N:8]1[CH2:13][CH2:12][C:11](=[CH:14][C:15]2[CH:22]=[CH:21][C:18]([C:19]#[N:20])=[CH:17][CH:16]=2)[CH2:10][CH2:9]1)[C:2]1[CH:7]=[CH:6][CH:5]=[CH:4][CH:3]=1. Product: [CH2:1]([N:8]1[CH2:9][CH2:10][CH:11]([CH2:14][C:15]2[CH:16]=[CH:17][C:18]([C:19]#[N:20])=[CH:21][CH:22]=2)[CH2:12][CH2:13]1)[C:2]1[CH:3]=[CH:4][CH:5]=[CH:6][CH:7]=1. The catalyst class is: 63. (3) Reactant: C(OC([N:8]1[C:16]2[C:11](=[CH:12][CH:13]=[CH:14][CH:15]=2)[CH:10]=[C:9]1B(O)O)=O)(C)(C)C.[Br:20][C:21]1[CH:22]=[N:23][CH:24]=[C:25](I)[CH:26]=1.C([O-])([O-])=O.[K+].[K+].O. Product: [Br:20][C:21]1[CH:26]=[C:25]([C:9]2[NH:8][C:16]3[C:11]([CH:10]=2)=[CH:12][CH:13]=[CH:14][CH:15]=3)[CH:24]=[N:23][CH:22]=1. The catalyst class is: 73. (4) Reactant: [CH2:1]([N:7]=[C:8]=[O:9])[CH2:2][CH2:3][CH2:4][CH2:5][CH3:6].C[O:11][C:12](=O)[C:13]1[CH:18]=[CH:17][CH:16]=[N:15][C:14]=1[NH2:19]. Product: [CH2:1]([N:7]1[C:12](=[O:11])[C:13]2[CH:18]=[CH:17][CH:16]=[N:15][C:14]=2[NH:19][C:8]1=[O:9])[CH2:2][CH2:3][CH2:4][CH2:5][CH3:6]. The catalyst class is: 17. (5) Reactant: [NH2:1][C:2]1[CH:7]=[CH:6][CH:5]=[C:4]([NH2:8])[CH:3]=1.C(N(C(C)C)CC)(C)C.[C:18](O[C:18](=[O:23])[C:19]([CH3:22])([CH3:21])[CH3:20])(=[O:23])[C:19]([CH3:22])([CH3:21])[CH3:20]. Product: [NH2:1][C:2]1[CH:3]=[C:4]([NH:8][C:18](=[O:23])[C:19]([CH3:22])([CH3:21])[CH3:20])[CH:5]=[CH:6][CH:7]=1. The catalyst class is: 4. (6) Reactant: C([N:14]1[CH2:17][CH:16]([C:18]2([NH2:21])[CH2:20][CH2:19]2)[CH2:15]1)(C1C=CC=CC=1)C1C=CC=CC=1.[F:22][C:23]([F:34])([F:33])[C:24](O[C:24](=[O:25])[C:23]([F:34])([F:33])[F:22])=[O:25]. Product: [NH:14]1[CH2:15][CH:16]([C:18]2([NH:21][C:24](=[O:25])[C:23]([F:34])([F:33])[F:22])[CH2:19][CH2:20]2)[CH2:17]1. The catalyst class is: 22. (7) Reactant: [Cl:1][C:2]1[N:7]=[C:6](Cl)[C:5]([N+:9]([O-:11])=[O:10])=[CH:4][N:3]=1.[I:12][C:13]1[CH:18]=[CH:17][C:16]([NH2:19])=[CH:15][CH:14]=1.C(N(CC)CC)C. Product: [Cl:1][C:2]1[N:7]=[C:6]([NH:19][C:16]2[CH:17]=[CH:18][C:13]([I:12])=[CH:14][CH:15]=2)[C:5]([N+:9]([O-:11])=[O:10])=[CH:4][N:3]=1. The catalyst class is: 1.